Regression/Classification. Given a drug SMILES string, predict its absorption, distribution, metabolism, or excretion properties. Task type varies by dataset: regression for continuous measurements (e.g., permeability, clearance, half-life) or binary classification for categorical outcomes (e.g., BBB penetration, CYP inhibition). Dataset: cyp2c19_veith. From a dataset of CYP2C19 inhibition data for predicting drug metabolism from PubChem BioAssay. (1) The drug is Cc1cc(C2C(C#N)=C(N)Oc3n[nH]c(C)c32)c(C)s1. The result is 1 (inhibitor). (2) The molecule is FC(F)(F)c1ccccc1-c1cc(NCc2cccnc2)ncn1. The result is 1 (inhibitor). (3) The molecule is [O-][N+](CCO)(CCO)c1ncnc2nc[nH]c12. The result is 0 (non-inhibitor). (4) The molecule is NC(N)=NC(N)=NCCc1ccccc1. The result is 0 (non-inhibitor). (5) The molecule is O=C(O)[C@@H]1CCCN1Cc1cc2ccccc2c2ccccc12. The result is 0 (non-inhibitor). (6) The compound is CC(=O)[C@@H]1CC[C@@H]2[C@@H]3CC=C4C[C@H](OS(=O)(=O)[O-])CC[C@@]4(C)[C@H]3CC[C@@]12C.[Na+]. The result is 0 (non-inhibitor). (7) The compound is N#C[C@H]1CN[C@H](N)N[C@@H]1N. The result is 0 (non-inhibitor). (8) The result is 1 (inhibitor). The compound is Cc1ccc(C(c2ccc(C)o2)c2cccc([N+](=O)[O-])c2O)o1.